The task is: Predict the reactants needed to synthesize the given product.. This data is from Full USPTO retrosynthesis dataset with 1.9M reactions from patents (1976-2016). (1) Given the product [CH2:16]([O:15][C:13](=[O:14])[CH2:12][C:6]1[C:5]2[C:9](=[CH:10][C:2]([Cl:1])=[C:3]([O:18][CH3:19])[CH:4]=2)[N:8]([C:27](=[O:28])[C:26]2[CH:30]=[CH:31][C:23]([Cl:22])=[CH:24][CH:25]=2)[C:7]=1[CH3:11])[CH3:17], predict the reactants needed to synthesize it. The reactants are: [Cl:1][C:2]1[CH:10]=[C:9]2[C:5]([C:6]([CH2:12][C:13]([O:15][CH2:16][CH3:17])=[O:14])=[C:7]([CH3:11])[NH:8]2)=[CH:4][C:3]=1[O:18][CH3:19].[H-].[Na+].[Cl:22][C:23]1[CH:31]=[CH:30][C:26]([C:27](Cl)=[O:28])=[CH:25][CH:24]=1. (2) Given the product [CH2:1]([O:4][C:5]([N:7]([CH2:17][C:18]1([CH2:31][O:32][C:37]2[CH:36]=[CH:35][C:34]([F:33])=[CH:39][N:38]=2)[CH2:19][CH2:20][N:21]([C:24]([O:26][C:27]([CH3:28])([CH3:30])[CH3:29])=[O:25])[CH2:22][CH2:23]1)[C@@H:8]1[CH2:10][C@H:9]1[C:11]1[CH:16]=[CH:15][CH:14]=[CH:13][CH:12]=1)=[O:6])[CH:2]=[CH2:3], predict the reactants needed to synthesize it. The reactants are: [CH2:1]([O:4][C:5]([N:7]([CH2:17][C:18]1([CH2:31][OH:32])[CH2:23][CH2:22][N:21]([C:24]([O:26][C:27]([CH3:30])([CH3:29])[CH3:28])=[O:25])[CH2:20][CH2:19]1)[C@@H:8]1[CH2:10][C@H:9]1[C:11]1[CH:16]=[CH:15][CH:14]=[CH:13][CH:12]=1)=[O:6])[CH:2]=[CH2:3].[F:33][C:34]1[CH:35]=[CH:36][C:37](O)=[N:38][CH:39]=1.C1(P(C2C=CC=CC=2)C2C=CC=CC=2)C=CC=CC=1.N(C(OC(C)C)=O)=NC(OC(C)C)=O. (3) Given the product [C:15]([NH:23][C:24]1[CH:36]=[C:35](/[CH:2]=[CH:1]/[CH:3]2[CH2:8][CH2:7][CH2:6][CH2:5][CH2:4]2)[CH:34]=[CH:33][C:25]=1[C:26]([OH:28])=[O:27])(=[O:22])[C:16]1[CH:17]=[CH:18][CH:19]=[CH:20][CH:21]=1, predict the reactants needed to synthesize it. The reactants are: [CH:1]([CH:3]1[CH2:8][CH2:7][CH2:6][CH2:5][CH2:4]1)=[CH2:2].C(=O)([O-])[O-].[Cs+].[Cs+].[C:15]([NH:23][C:24]1[CH:36]=[C:35](Br)[CH:34]=[CH:33][C:25]=1[C:26]([O:28]C(C)(C)C)=[O:27])(=[O:22])[C:16]1[CH:21]=[CH:20][CH:19]=[CH:18][CH:17]=1.C(O)(=O)CC(CC(O)=O)(C(O)=O)O. (4) Given the product [NH2:1][C:2]1[CH:3]=[CH:4][C:5]([C:8]2[N:10]=[C:12]([C:18]([O:20][CH3:21])=[O:19])[C:13]([OH:23])=[C:14]([OH:15])[N:9]=2)=[N:6][CH:7]=1, predict the reactants needed to synthesize it. The reactants are: [NH2:1][C:2]1[CH:3]=[CH:4][C:5]([C:8]([NH:10]O)=[NH:9])=[N:6][CH:7]=1.[C:12]([C:18]([O:20][CH3:21])=[O:19])#[C:13][C:14](OC)=[O:15].C[OH:23].